From a dataset of Full USPTO retrosynthesis dataset with 1.9M reactions from patents (1976-2016). Predict the reactants needed to synthesize the given product. Given the product [F:23][C:20]([F:21])([F:22])[C:17]1[CH:18]=[CH:19][C:14]([C:2]([CH:3]2[CH2:6][N:5]([C:7]([O:9][C:10]([CH3:13])([CH3:11])[CH3:12])=[O:8])[CH2:4]2)=[O:1])=[CH:15][N:16]=1, predict the reactants needed to synthesize it. The reactants are: [OH:1][CH:2]([C:14]1[CH:15]=[N:16][C:17]([C:20]([F:23])([F:22])[F:21])=[CH:18][CH:19]=1)[CH:3]1[CH2:6][N:5]([C:7]([O:9][C:10]([CH3:13])([CH3:12])[CH3:11])=[O:8])[CH2:4]1.CN1C(C(O)C2CN(C(OC(C)(C)C)=O)C2)=CN=C1C.